Dataset: Catalyst prediction with 721,799 reactions and 888 catalyst types from USPTO. Task: Predict which catalyst facilitates the given reaction. (1) Reactant: C(OCCOC1C=CC([C:15]2[CH:16]=[CH:17][C:18]3[N:24]([CH2:25][CH2:26][CH3:27])[CH2:23][CH2:22][C:21]([C:28](O)=[O:29])=[CH:20][C:19]=3[CH:31]=2)=CC=1)CCC.C[N:33](C=O)C.S(Cl)(Cl)=O. Product: [CH2:25]([N:24]1[C:18]2[CH:17]=[CH:16][CH:15]=[CH:31][C:19]=2[CH:20]=[C:21]([C:28]([NH2:33])=[O:29])[CH2:22][CH2:23]1)[CH2:26][CH3:27]. The catalyst class is: 1. (2) Reactant: [CH3:1][O:2][C:3]1[N:12]=[C:11]2[C:6]([CH:7]=[C:8]([C:14]([OH:16])=O)[C:9](=[O:13])[NH:10]2)=[CH:5][CH:4]=1.[CH3:17][O:18][C:19](=[O:28])[C:20]1[CH:25]=[CH:24][C:23]([Cl:26])=[C:22]([NH2:27])[CH:21]=1.CN(C(ON1N=NC2C=CC=NC1=2)=[N+](C)C)C.F[P-](F)(F)(F)(F)F.C(N(CC)CC)C. Product: [CH3:17][O:18][C:19](=[O:28])[C:20]1[CH:25]=[CH:24][C:23]([Cl:26])=[C:22]([NH:27][C:14]([C:8]2[C:9](=[O:13])[NH:10][C:11]3[C:6]([CH:7]=2)=[CH:5][CH:4]=[C:3]([O:2][CH3:1])[N:12]=3)=[O:16])[CH:21]=1. The catalyst class is: 3. (3) Reactant: [S:1]1[C:5]2[CH:6]=[CH:7][CH:8]=[CH:9][C:4]=2[N:3]=[C:2]1[N:10]1[C:14](=[O:15])[CH:13]=[C:12]([C:16]2[CH:21]=[CH:20][CH:19]=[CH:18][CH:17]=2)[NH:11]1.CO[CH:24](OC)[N:25]([CH3:27])[CH3:26]. Product: [S:1]1[C:5]2[CH:6]=[CH:7][CH:8]=[CH:9][C:4]=2[N:3]=[C:2]1[N:10]1[C:14](=[O:15])[C:13](=[CH:24][N:25]([CH3:27])[CH3:26])[C:12]([C:16]2[CH:21]=[CH:20][CH:19]=[CH:18][CH:17]=2)=[N:11]1. The catalyst class is: 1. (4) Reactant: [CH3:1][S:2](Cl)(=[O:4])=[O:3].[C:6]([O:9][C:10]1[CH:15]=[CH:14][C:13]([O:16][CH2:17][C:18]2[CH:23]=[CH:22][CH:21]=[CH:20][CH:19]=2)=[C:12]([NH2:24])[CH:11]=1)(=[O:8])[CH3:7].O. Product: [C:6]([O:9][C:10]1[CH:15]=[CH:14][C:13]([O:16][CH2:17][C:18]2[CH:23]=[CH:22][CH:21]=[CH:20][CH:19]=2)=[C:12]([NH:24][S:2]([CH3:1])(=[O:4])=[O:3])[CH:11]=1)(=[O:8])[CH3:7]. The catalyst class is: 17.